This data is from Reaction yield outcomes from USPTO patents with 853,638 reactions. The task is: Predict the reaction yield, written as a fraction of the theoretical maximum amount of product (1.0 means a 100% yield; for example, 0.34 means a 34% yield). (1) The reactants are [N:1]([CH2:4][CH3:5])=[C:2]=[O:3].[Br:6][C:7]1[CH:12]=[CH:11][C:10]([C:13]2[CH:14]=[N:15][C:16]3[N:17]([C:19]([CH2:22][C:23]4[CH:24]=[C:25]([CH:27]=[CH:28][CH:29]=4)[NH2:26])=[CH:20][N:21]=3)[N:18]=2)=[CH:9][C:8]=1[F:30].C(N(CC)CC)C. The catalyst is C(#N)C. The product is [Br:6][C:7]1[CH:12]=[CH:11][C:10]([C:13]2[CH:14]=[N:15][C:16]3[N:17]([C:19]([CH2:22][C:23]4[CH:24]=[C:25]([NH:26][C:2]([NH:1][CH2:4][CH3:5])=[O:3])[CH:27]=[CH:28][CH:29]=4)=[CH:20][N:21]=3)[N:18]=2)=[CH:9][C:8]=1[F:30]. The yield is 0.300. (2) The reactants are [CH:1]1([NH:4][C:5]([C:7]2[S:19][C:10]3=[N:11][C:12]([S:17][CH3:18])=[C:13]([Cl:16])[C:14]([CH3:15])=[C:9]3[C:8]=2[NH2:20])=[O:6])[CH2:3][CH2:2]1.[OH:21]O.O. The catalyst is C(O)(=O)C. The product is [CH:1]1([NH:4][C:5]([C:7]2[S:19][C:10]3=[N:11][C:12]([S:17]([CH3:18])=[O:21])=[C:13]([Cl:16])[C:14]([CH3:15])=[C:9]3[C:8]=2[NH2:20])=[O:6])[CH2:3][CH2:2]1. The yield is 0.710. (3) The product is [CH2:23]([N:30]1[CH2:34][CH2:35][C:4]2([C:3]3[C:7](=[CH:8][CH:9]=[CH:10][C:2]=3[Br:1])[NH:6][C:5]2=[O:11])[CH2:32][CH2:31]1)[C:24]1[CH:29]=[CH:28][CH:27]=[CH:26][CH:25]=1. The reactants are [Br:1][C:2]1[CH:10]=[CH:9][CH:8]=[C:7]2[C:3]=1[CH2:4][C:5](=[O:11])[NH:6]2.C[Si]([N-][Si](C)(C)C)(C)C.[Na+].Cl.[CH2:23]([N:30]([CH2:34][CH2:35]Cl)[CH2:31][CH2:32]Cl)[C:24]1[CH:29]=[CH:28][CH:27]=[CH:26][CH:25]=1. The catalyst is C1COCC1. The yield is 0.850. (4) The reactants are [NH:1]1[C:5]2=[N:6][CH:7]=[C:8]([C:10]([NH:12][CH2:13][C:14]3[CH:19]=[CH:18][C:17]([S:20](Cl)(=[O:22])=[O:21])=[CH:16][CH:15]=3)=[O:11])[CH:9]=[C:4]2[CH:3]=[N:2]1.Cl.[N:25]1([CH:30]2[CH2:35][CH2:34][NH:33][CH2:32][CH2:31]2)[CH2:29][CH2:28][CH2:27][CH2:26]1.C(N(CC)CC)C. The catalyst is C(Cl)Cl. The product is [N:25]1([CH:30]2[CH2:35][CH2:34][N:33]([S:20]([C:17]3[CH:18]=[CH:19][C:14]([CH2:13][NH:12][C:10]([C:8]4[CH:9]=[C:4]5[CH:3]=[N:2][NH:1][C:5]5=[N:6][CH:7]=4)=[O:11])=[CH:15][CH:16]=3)(=[O:22])=[O:21])[CH2:32][CH2:31]2)[CH2:29][CH2:28][CH2:27][CH2:26]1. The yield is 0.220. (5) The product is [F:16][C:13]1[C:14](=[O:15])[NH:9][C:10](=[O:30])[N:11]([C@H:17]2[CH2:20][C@@H:19]([CH2:21][O:22][CH2:23][C:24]3[CH:29]=[CH:28][CH:27]=[CH:26][CH:25]=3)[CH2:18]2)[CH:12]=1. The yield is 0.250. The reactants are C([N:9]1[C:14](=[O:15])[C:13]([F:16])=[CH:12][N:11]([C@H:17]2[CH2:20][C@@H:19]([CH2:21][O:22][CH2:23][C:24]3[CH:29]=[CH:28][CH:27]=[CH:26][CH:25]=3)[CH2:18]2)[C:10]1=[O:30])(=O)C1C=CC=CC=1.CN. The catalyst is C(O)C. (6) The reactants are [N:1]1([CH2:6][CH:7]2[NH:12][CH2:11][CH2:10][N:9]([C:13]([O:15][C:16]([CH3:19])([CH3:18])[CH3:17])=[O:14])[CH2:8]2)[CH:5]=[N:4][CH:3]=[N:2]1.C(N(C(C)C)CC)(C)C.[C:29]([C:31]1[CH:32]=[CH:33][C:34]([O:41][C:42]2[CH:47]=[C:46]([Cl:48])[CH:45]=[C:44]([Cl:49])[CH:43]=2)=[C:35]([S:37](Cl)(=[O:39])=[O:38])[CH:36]=1)#[N:30]. The catalyst is C1COCC1. The product is [C:29]([C:31]1[CH:32]=[CH:33][C:34]([O:41][C:42]2[CH:47]=[C:46]([Cl:48])[CH:45]=[C:44]([Cl:49])[CH:43]=2)=[C:35]([S:37]([N:12]2[CH2:11][CH2:10][N:9]([C:13]([O:15][C:16]([CH3:19])([CH3:18])[CH3:17])=[O:14])[CH2:8][CH:7]2[CH2:6][N:1]2[CH:5]=[N:4][CH:3]=[N:2]2)(=[O:38])=[O:39])[CH:36]=1)#[N:30]. The yield is 0.649.